Dataset: Full USPTO retrosynthesis dataset with 1.9M reactions from patents (1976-2016). Task: Predict the reactants needed to synthesize the given product. (1) Given the product [CH3:1][N:2]([CH2:4][C:5]1[CH:6]=[CH:7][C:8]([CH:11]2[NH:12][C:13]3[C:18]4[C:19](=[N:34][NH:35][C:28](=[O:30])[C:17]=4[CH:16]=[CH:15][CH:14]=3)[CH:20]2[C:21]2[N:25]([CH3:26])[N:24]=[CH:23][N:22]=2)=[CH:9][CH:10]=1)[CH3:3], predict the reactants needed to synthesize it. The reactants are: [CH3:1][N:2]([CH2:4][C:5]1[CH:10]=[CH:9][C:8]([CH:11]2[CH:20]([C:21]3[N:25]([CH3:26])[N:24]=[CH:23][N:22]=3)[C:19](=O)[C:18]3[C:17]([C:28]([O:30]CC)=O)=[CH:16][CH:15]=[CH:14][C:13]=3[NH:12]2)=[CH:7][CH:6]=1)[CH3:3].O.[NH2:34][NH2:35]. (2) Given the product [CH:10]1[C:22]2[C:23](=[CH:5][CH:6]=[C:7]([C:2]3[CH:3]=[C:4]([NH:9][C:10](=[O:21])[C:11]4[CH:16]=[CH:15][CH:14]=[C:13]([C:17]([F:20])([F:19])[F:18])[CH:12]=4)[CH:5]=[CH:6][C:7]=3[CH3:8])[CH:2]=2)[CH:3]=[CH:4][N:9]=1, predict the reactants needed to synthesize it. The reactants are: Br[C:2]1[CH:3]=[C:4]([NH:9][C:10](=[O:21])[C:11]2[CH:16]=[CH:15][CH:14]=[C:13]([C:17]([F:20])([F:19])[F:18])[CH:12]=2)[CH:5]=[CH:6][C:7]=1[CH3:8].[C:22]([O-])(=O)[CH3:23].[K+]. (3) Given the product [C:6]([O:5][C:1](=[O:4])/[CH:2]=[CH:3]/[C:42]1[CH:43]=[C:44]2[C:61](=[N:62][CH:63]=1)[NH:60][C:59](=[O:64])[C:46]1([CH2:51][CH2:50][N:49]([C:52]([O:54][C:55]([CH3:56])([CH3:57])[CH3:58])=[O:53])[CH2:48][CH2:47]1)[CH2:45]2)([CH3:9])([CH3:8])[CH3:7], predict the reactants needed to synthesize it. The reactants are: [C:1]([O:5][C:6]([CH3:9])([CH3:8])[CH3:7])(=[O:4])[CH:2]=[CH2:3].C(N(C(C)C)CC)(C)C.CC1C=CC=CC=1P(C1C=CC=CC=1C)C1C=CC=CC=1C.Br[C:42]1[CH:43]=[C:44]2[C:61](=[N:62][CH:63]=1)[NH:60][C:59](=[O:64])[C:46]1([CH2:51][CH2:50][N:49]([C:52]([O:54][C:55]([CH3:58])([CH3:57])[CH3:56])=[O:53])[CH2:48][CH2:47]1)[CH2:45]2. (4) Given the product [CH3:61][N:57]1[CH2:56][CH2:55][C:54]2[C:59](=[CH:60][C:51]([NH:50][C:48]([C:47]3[CH:46]=[C:45]([CH:64]=[CH:63][CH:62]=3)[CH2:44][NH:43][C:14]([C:11]3[CH:10]=[CH:9][C:8]([C:4]4[CH:5]=[CH:6][CH:7]=[C:2]([OH:1])[CH:3]=4)=[CH:13][CH:12]=3)=[O:16])=[O:49])=[CH:52][CH:53]=2)[CH2:58]1, predict the reactants needed to synthesize it. The reactants are: [OH:1][C:2]1[CH:3]=[C:4]([C:8]2[CH:13]=[CH:12][C:11]([C:14]([OH:16])=O)=[CH:10][CH:9]=2)[CH:5]=[CH:6][CH:7]=1.CN(C(ON1N=NC2C=CC=NC1=2)=[N+](C)C)C.F[P-](F)(F)(F)(F)F.Cl.Cl.[NH2:43][CH2:44][C:45]1[CH:46]=[C:47]([CH:62]=[CH:63][CH:64]=1)[C:48]([NH:50][C:51]1[CH:60]=[C:59]2[C:54]([CH2:55][CH2:56][N:57]([CH3:61])[CH2:58]2)=[CH:53][CH:52]=1)=[O:49].CN1CCOCC1. (5) Given the product [Cl:1][C:2]1[CH:3]=[C:4]([CH2:9][S:10]([NH:13][C:14]2[C:19]([O:20][CH3:21])=[N:28][C:17]([S:22][CH2:23][CH3:25])=[CH:16][N:15]=2)(=[O:12])=[O:11])[CH:5]=[CH:6][CH:7]=1, predict the reactants needed to synthesize it. The reactants are: [Cl:1][C:2]1[CH:3]=[C:4]([CH2:9][S:10]([NH:13][C:14]2[C:19]([O:20][CH3:21])=C[C:17]([S:22][CH:23]([CH3:25])C)=[CH:16][N:15]=2)(=[O:12])=[O:11])[CH:5]=[C:6](Cl)[CH:7]=1.BrC1[N:28]=C(OC)C(NS(CC2C=CC=C(Cl)C=2)(=O)=O)=NC=1.ClC1C=C(CS(NC2C(OC)=CC(I)=CN=2)(=O)=O)C=C(Cl)C=1.[S-]CC.[Na+].CC(S)C. (6) Given the product [F:12][C:11]([F:14])([F:13])[C:10]1[N:5]2[CH:4]=[N:3][C:2]([C:30]#[C:29][Si:26]([CH3:28])([CH3:27])[CH3:25])=[C:6]2[N:7]=[C:8]([C:15]2[CH:20]=[CH:19][C:18]([C:21]([F:24])([F:23])[F:22])=[CH:17][CH:16]=2)[CH:9]=1, predict the reactants needed to synthesize it. The reactants are: I[C:2]1[N:3]=[CH:4][N:5]2[C:10]([C:11]([F:14])([F:13])[F:12])=[CH:9][C:8]([C:15]3[CH:20]=[CH:19][C:18]([C:21]([F:24])([F:23])[F:22])=[CH:17][CH:16]=3)=[N:7][C:6]=12.[CH3:25][Si:26]([C:29]#[CH:30])([CH3:28])[CH3:27].C(N(CC)CC)C.C1C=CC(P(C2C=CC=CC=2)C2C=CC=CC=2)=CC=1. (7) Given the product [Cl:9][CH2:8][CH2:7][CH:6]([C:2]1[S:1][CH:5]=[CH:4][CH:3]=1)[OH:10], predict the reactants needed to synthesize it. The reactants are: [S:1]1[CH:5]=[CH:4][CH:3]=[C:2]1[C:6](=[O:10])[CH2:7][CH2:8][Cl:9].[BH4-].[Na+]. (8) Given the product [ClH:36].[ClH:36].[NH2:28][CH2:27][C:7]1[N:8]([CH2:23][CH:24]([CH3:25])[CH3:26])[C:9](=[O:22])[C:10]2[C:15]([C:6]=1[O:5][CH2:1][CH2:2][CH2:3][CH3:4])=[CH:14][C:13]([C:16]1[CH:21]=[CH:20][CH:19]=[CH:18][N:17]=1)=[CH:12][CH:11]=2, predict the reactants needed to synthesize it. The reactants are: [CH2:1]([O:5][C:6]1[C:15]2[C:10](=[CH:11][CH:12]=[C:13]([C:16]3[CH:21]=[CH:20][CH:19]=[CH:18][N:17]=3)[CH:14]=2)[C:9](=[O:22])[N:8]([CH2:23][CH:24]([CH3:26])[CH3:25])[C:7]=1[CH2:27][NH:28]C(=O)OC(C)(C)C)[CH2:2][CH2:3][CH3:4].[ClH:36]. (9) Given the product [CH3:1][O:2][C:3]1[CH:4]=[C:5]([CH:9]([C:19](=[O:20])[CH2:18][C:12]2[CH:17]=[CH:16][CH:15]=[CH:14][CH:13]=2)[C:10]#[N:11])[CH:6]=[CH:7][CH:8]=1, predict the reactants needed to synthesize it. The reactants are: [CH3:1][O:2][C:3]1[CH:4]=[C:5]([CH2:9][C:10]#[N:11])[CH:6]=[CH:7][CH:8]=1.[C:12]1([CH2:18][C:19](OCC)=[O:20])[CH:17]=[CH:16][CH:15]=[CH:14][CH:13]=1.[O-]CC.[Na+]. (10) The reactants are: [CH3:1][O:2]S([O-])(=O)=O.[NH2:7][C:8]1[CH:16]=[CH:15][C:14]([Br:17])=[CH:13][C:9]=1[C:10](O)=[O:11].CCN(CC)CC. Given the product [NH2:7][C:8]1[CH:16]=[CH:15][C:14]([Br:17])=[CH:13][C:9]=1[C:10]([O:2][CH3:1])=[O:11], predict the reactants needed to synthesize it.